Task: Regression. Given a peptide amino acid sequence and an MHC pseudo amino acid sequence, predict their binding affinity value. This is MHC class I binding data.. Dataset: Peptide-MHC class I binding affinity with 185,985 pairs from IEDB/IMGT (1) The peptide sequence is RLKKANLQI. The MHC is HLA-A02:02 with pseudo-sequence HLA-A02:02. The binding affinity (normalized) is 0.483. (2) The peptide sequence is ILFDRLPIA. The MHC is HLA-B46:01 with pseudo-sequence HLA-B46:01. The binding affinity (normalized) is 0.0847.